This data is from Forward reaction prediction with 1.9M reactions from USPTO patents (1976-2016). The task is: Predict the product of the given reaction. (1) Given the reactants [F:1][C:2]([F:32])([F:31])[C:3]1[CH:26]=[C:25]([C:27]([F:30])([F:29])[F:28])[CH:24]=[CH:23][C:4]=1[CH2:5][O:6][C:7]1[CH:12]=[CH:11][C:10](/[CH:13]=[C:14]2/[C:15](=S)[NH:16][C:17](=[O:19])[S:18]/2)=[CH:9][C:8]=1[O:21][CH3:22].[N:33]1([CH2:39][CH2:40][NH2:41])[CH2:38][CH2:37][CH2:36][CH2:35][CH2:34]1, predict the reaction product. The product is: [F:32][C:2]([F:1])([F:31])[C:3]1[CH:26]=[C:25]([C:27]([F:28])([F:30])[F:29])[CH:24]=[CH:23][C:4]=1[CH2:5][O:6][C:7]1[CH:12]=[CH:11][C:10](/[CH:13]=[C:14]2/[C:15]([NH:41][CH2:40][CH2:39][N:33]3[CH2:38][CH2:37][CH2:36][CH2:35][CH2:34]3)=[N:16][C:17](=[O:19])[S:18]/2)=[CH:9][C:8]=1[O:21][CH3:22]. (2) Given the reactants [NH2:1][C:2]1[CH:7]=[CH:6][C:5]([OH:8])=[CH:4][CH:3]=1.[CH2:9]([O:15][C:16]1[CH:21]=[CH:20][C:19]([C:22]2[CH:27]=[CH:26][C:25]([C:28](O)=[O:29])=[CH:24][CH:23]=2)=[CH:18][CH:17]=1)[CH2:10][CH2:11][CH2:12][CH2:13][CH3:14], predict the reaction product. The product is: [OH:8][C:5]1[CH:6]=[CH:7][C:2]([NH:1][C:28]([C:25]2[CH:24]=[CH:23][C:22]([C:19]3[CH:20]=[CH:21][C:16]([O:15][CH2:9][CH2:10][CH2:11][CH2:12][CH2:13][CH3:14])=[CH:17][CH:18]=3)=[CH:27][CH:26]=2)=[O:29])=[CH:3][CH:4]=1. (3) Given the reactants Br[C:2]1[O:6][C:5]([CH:7]=[O:8])=[CH:4][CH:3]=1.[OH:9][C:10]1[CH:17]=[CH:16][C:13]([CH:14]=O)=[CH:12][CH:11]=1.C(=O)([O-])[O-].[K+].[K+].C[N:25](C=O)C, predict the reaction product. The product is: [CH:7]([CH:5]1[O:6][CH:2]([O:9][C:10]2[CH:17]=[CH:16][C:13]([C:14]#[N:25])=[CH:12][CH:11]=2)[CH2:3][CH2:4]1)=[O:8]. (4) The product is: [CH2:1]([CH:8]1[N:13]([CH3:14])[C:12](=[O:15])[C:11](=[CH:16][C:17]2[C:22]([F:23])=[C:21]([F:24])[CH:20]=[CH:19][C:18]=2[C:29]#[N:30])[N:10]([CH3:26])[C:9]1=[O:27])[C:2]1[CH:7]=[CH:6][CH:5]=[CH:4][CH:3]=1. Given the reactants [CH2:1]([CH:8]1[N:13]([CH3:14])[C:12](=[O:15])[C:11](=[CH:16][C:17]2[C:22]([F:23])=[C:21]([F:24])[CH:20]=[CH:19][C:18]=2Br)[N:10]([CH3:26])[C:9]1=[O:27])[C:2]1[CH:7]=[CH:6][CH:5]=[CH:4][CH:3]=1.[Cu][C:29]#[N:30], predict the reaction product. (5) Given the reactants [CH3:1][C:2]1[C:10]2[N:9]=[C:8]([CH2:11][CH2:12][CH3:13])[N:7]([CH2:14][C:15]3[CH:20]=[CH:19][C:18]([C:21]4[CH:26]=[CH:25][CH:24]=[CH:23][C:22]=4[C:27]4[N:31](C(C5C=CC=CC=5)(C5C=CC=CC=5)C5C=CC=CC=5)[N:30]=[N:29][N:28]=4)=[CH:17][CH:16]=3)[C:6]=2[CH:5]=[C:4]([C:51]([OH:53])=O)[CH:3]=1.[NH2:54][CH2:55][C:56]1[CH:80]=[CH:79][C:59]([O:60][C:61]2[CH:66]=[CH:65][C:64]([N+:67]([O-:69])=[O:68])=[C:63]([N:70]([C:72]([O:74][C:75]([CH3:78])([CH3:77])[CH3:76])=[O:73])[CH3:71])[CH:62]=2)=[CH:58][CH:57]=1.O1CCCC1.C(P(=O)(OCC)OCC)#N, predict the reaction product. The product is: [C:75]([O:74][C:72]([N:70]([C:63]1[CH:62]=[C:61]([CH:66]=[CH:65][C:64]=1[N+:67]([O-:69])=[O:68])[O:60][C:59]1[CH:79]=[CH:80][C:56]([CH2:55][NH:54][C:51]([C:4]2[CH:3]=[C:2]([CH3:1])[C:10]3[N:9]=[C:8]([CH2:11][CH2:12][CH3:13])[N:7]([CH2:14][C:15]4[CH:16]=[CH:17][C:18]([C:21]5[CH:26]=[CH:25][CH:24]=[CH:23][C:22]=5[C:27]5[NH:31][N:30]=[N:29][N:28]=5)=[CH:19][CH:20]=4)[C:6]=3[CH:5]=2)=[O:53])=[CH:57][CH:58]=1)[CH3:71])=[O:73])([CH3:78])([CH3:76])[CH3:77]. (6) The product is: [CH2:1]([N:3]1[C:7]2=[N:8][CH:9]=[C:10]([C:12]([F:13])([F:14])[F:15])[CH:11]=[C:6]2[C:5]([CH2:16][NH:21][CH2:20][CH2:18][OH:19])=[CH:4]1)[CH3:2]. Given the reactants [CH2:1]([N:3]1[C:7]2=[N:8][CH:9]=[C:10]([C:12]([F:15])([F:14])[F:13])[CH:11]=[C:6]2[C:5]([CH:16]=O)=[CH:4]1)[CH3:2].[CH2:18]([CH2:20][NH2:21])[OH:19].[BH4-].[Na+], predict the reaction product. (7) Given the reactants [N:1]1([C:7]2([CH2:13][OH:14])[CH2:12][CH2:11][NH:10][CH2:9][CH2:8]2)[CH2:6][CH2:5][CH2:4][CH2:3][CH2:2]1.[C:15]([O:19][C:20]([NH:22][C@H:23]([CH2:27][C:28]1[CH:33]=[CH:32][C:31]([Cl:34])=[CH:30][CH:29]=1)[C:24](O)=[O:25])=[O:21])([CH3:18])([CH3:17])[CH3:16].ON1C2C=CC=CC=2N=N1.CN(C)CCCN=C=NCC.C(N(CC)C(C)C)(C)C.FC(F)(F)C(O)=O, predict the reaction product. The product is: [C:15]([O:19][C:20](=[O:21])[NH:22][C@H:23]([CH2:27][C:28]1[CH:29]=[CH:30][C:31]([Cl:34])=[CH:32][CH:33]=1)[C:24]([N:10]1[CH2:11][CH2:12][C:7]([CH2:13][OH:14])([N:1]2[CH2:6][CH2:5][CH2:4][CH2:3][CH2:2]2)[CH2:8][CH2:9]1)=[O:25])([CH3:18])([CH3:16])[CH3:17]. (8) Given the reactants [CH2:1]([O:3][C:4](=[O:17])[C@@H:5]([O:14][CH2:15][CH3:16])[CH2:6][C:7]1[CH:12]=[CH:11][C:10]([OH:13])=[CH:9][CH:8]=1)[CH3:2].[C:18]([O:22][C:23](=[O:28])[C:24](Br)([CH3:26])[CH3:25])([CH3:21])([CH3:20])[CH3:19].C(OC(=O)[C@@H](OC)CC1C=CC(OCC(OC(C)(C)C)=O)=CC=1)C, predict the reaction product. The product is: [CH2:1]([O:3][C:4](=[O:17])[C@@H:5]([O:14][CH2:15][CH3:16])[CH2:6][C:7]1[CH:8]=[CH:9][C:10]([O:13][C:24]([C:23]([O:22][C:18]([CH3:21])([CH3:20])[CH3:19])=[O:28])([CH3:26])[CH3:25])=[CH:11][CH:12]=1)[CH3:2]. (9) Given the reactants [P].[NH3:2].[P:3]([O-:7])([O-:6])([O-:5])=[O:4].[NH4+].[NH4+].[NH4+].[P:11]([OH:14])([OH:13])[OH:12], predict the reaction product. The product is: [P:3](=[O:4])([OH:7])([OH:6])[OH:5].[P:11]([OH:14])([OH:13])[OH:12].[NH3:2]. (10) Given the reactants CON(C)[C:4](=[O:12])[C:5]1[CH:10]=[CH:9][CH:8]=[CH:7][C:6]=1[CH3:11].[CH:14]1([Mg]Br)[CH2:16][CH2:15]1.O1CCCC1.C(OCC)(=O)C.Cl, predict the reaction product. The product is: [CH3:11][C:6]1[CH:7]=[CH:8][CH:9]=[CH:10][C:5]=1[C:4]([CH:14]1[CH2:16][CH2:15]1)=[O:12].